Dataset: Catalyst prediction with 721,799 reactions and 888 catalyst types from USPTO. Task: Predict which catalyst facilitates the given reaction. (1) Reactant: [C:1]([O:5][C:6](=[O:25])[NH:7][C@H:8]([C:10](=O)[NH:11][C:12]1[C:17]2[NH:18][CH2:19][CH2:20][CH2:21][CH2:22][C:16]=2[C:15]([F:23])=[CH:14][CH:13]=1)[CH3:9])([CH3:4])([CH3:3])[CH3:2]. Product: [C:1]([O:5][C:6](=[O:25])[NH:7][C@H:8]([C:10]1[N:18]2[CH2:19][CH2:20][C:21]3[CH2:22][CH2:16][C:15]([F:23])=[CH:14][C:13]([C:17]=32)=[CH:12][N:11]=1)[CH3:9])([CH3:2])([CH3:3])[CH3:4]. The catalyst class is: 52. (2) Reactant: [F:1][C:2]1[CH:7]=[CH:6][C:5]([C:8]2[O:9][C:10]([CH3:17])=[C:11]([CH2:13][C:14]([OH:16])=O)[N:12]=2)=[CH:4][CH:3]=1.ON1C2C=CC=CC=2N=N1.Cl.CN(C)CCCN=C=NCC.C(N(CC)C(C)C)(C)C.Cl.[Cl:50][C:51]1[CH:52]=[C:53]([CH:64]=[CH:65][C:66]=1[Cl:67])[C:54]([N:56]1[CH2:61][CH2:60][O:59][C@@H:58]([CH2:62][NH2:63])[CH2:57]1)=[O:55]. Product: [Cl:50][C:51]1[CH:52]=[C:53]([CH:64]=[CH:65][C:66]=1[Cl:67])[C:54]([N:56]1[CH2:61][CH2:60][O:59][C@@H:58]([CH2:62][NH:63][C:14](=[O:16])[CH2:13][C:11]2[N:12]=[C:8]([C:5]3[CH:4]=[CH:3][C:2]([F:1])=[CH:7][CH:6]=3)[O:9][C:10]=2[CH3:17])[CH2:57]1)=[O:55]. The catalyst class is: 9. (3) Reactant: [CH3:1][C:2]1[N:7]=[C:6]([N:8]2[CH2:13][CH2:12][C:11](=O)[CH2:10][CH2:9]2)[C:5]([N+:15]([O-:17])=[O:16])=[CH:4][CH:3]=1.C1(P(C2C=CC=CC=2)C2C=CC=CC=2)C=CC=CC=1.[Br:37][C:38](Br)(Br)[F:39].C([Zn]CC)C. Product: [Br:37][C:38]([F:39])=[C:11]1[CH2:12][CH2:13][N:8]([C:6]2[C:5]([N+:15]([O-:17])=[O:16])=[CH:4][CH:3]=[C:2]([CH3:1])[N:7]=2)[CH2:9][CH2:10]1. The catalyst class is: 134.